From a dataset of Reaction yield outcomes from USPTO patents with 853,638 reactions. Predict the reaction yield, written as a fraction of the theoretical maximum amount of product (1.0 means a 100% yield; for example, 0.34 means a 34% yield). (1) The reactants are [CH2:1]([NH:3][CH2:4][CH3:5])[CH3:2].[CH2:6](O)[C:7]#[CH:8].[C:10]([CH2:12][C:13]([O:15][CH2:16][CH2:17][CH2:18][CH2:19][CH2:20][CH2:21][CH2:22][CH3:23])=[O:14])#[N:11].C(O)(=O)C. The catalyst is C1(C)C=CC=CC=1.[O-2].[O-2].[Mn+4].ClCCl. The product is [C:10](/[C:12](=[CH:6]\[CH:7]=[CH:8]\[N:3]([CH2:4][CH3:5])[CH2:1][CH3:2])/[C:13]([O:15][CH2:16][CH2:17][CH2:18][CH2:19][CH2:20][CH2:21][CH2:22][CH3:23])=[O:14])#[N:11]. The yield is 0.720. (2) The reactants are Cl[C:2]1[N:11]=[C:10]([N:12]2[CH2:17][CH2:16][O:15][CH2:14][CH2:13]2)[C:9]2[C:4](=[CH:5][CH:6]=[C:7]([Cl:18])[CH:8]=2)[N:3]=1.[C:19]([O:23][C:24]([N:26]1[CH2:31][CH2:30][CH:29]([NH2:32])[CH2:28][CH2:27]1)=[O:25])([CH3:22])([CH3:21])[CH3:20].C(N(CC)CC)C. The catalyst is CN1C(=O)CCC1. The product is [C:19]([O:23][C:24]([N:26]1[CH2:31][CH2:30][CH:29]([NH:32][C:2]2[N:11]=[C:10]([N:12]3[CH2:17][CH2:16][O:15][CH2:14][CH2:13]3)[C:9]3[C:4](=[CH:5][CH:6]=[C:7]([Cl:18])[CH:8]=3)[N:3]=2)[CH2:28][CH2:27]1)=[O:25])([CH3:22])([CH3:20])[CH3:21]. The yield is 0.420. (3) The reactants are [Cl:1][C:2]1[C:3]2[C@H:10]([CH3:11])[CH2:9][CH2:8][C:4]=2[N:5]=[CH:6][N:7]=1.C1C=C(Cl)C=C(C(OO)=[O:20])C=1.[O-]S([O-])(=S)=O.[Na+].[Na+].C([O-])([O-])=O.[Na+].[Na+]. The catalyst is C(Cl)(Cl)Cl.O. The product is [Cl:1][C:2]1[N:7]=[CH:6][N+:5]([O-:20])=[C:4]2[CH2:8][CH2:9][C@@H:10]([CH3:11])[C:3]=12. The yield is 0.530. (4) The reactants are [NH2:1][C:2]1[N:7]=[CH:6][N:5]=[C:4]2[N:8]([CH2:12][C:13]3[N:14]([C:25]4[CH:30]=[CH:29][CH:28]=[CH:27][C:26]=4[CH3:31])[C:15](=[O:24])[C:16]4[C:21]([CH:22]=3)=[CH:20][CH:19]=[CH:18][C:17]=4[CH3:23])[N:9]=[C:10](I)[C:3]=12.CC1(C)C(C)(C)OB([C:40]2[CH:41]=[C:42]([OH:46])[CH:43]=[CH:44][CH:45]=2)O1.C1C=CC(P(C2C=CC=CC=2)C2C=CC=CC=2)=CC=1.C([O-])([O-])=O.[Na+].[Na+]. The catalyst is CN(C=O)C.C(O)C.O.CCO.CC([O-])=O.CC([O-])=O.[Pd+2]. The product is [NH2:1][C:2]1[N:7]=[CH:6][N:5]=[C:4]2[N:8]([CH2:12][C:13]3[N:14]([C:25]4[CH:30]=[CH:29][CH:28]=[CH:27][C:26]=4[CH3:31])[C:15](=[O:24])[C:16]4[C:21]([CH:22]=3)=[CH:20][CH:19]=[CH:18][C:17]=4[CH3:23])[N:9]=[C:10]([C:40]3[CH:45]=[CH:44][CH:43]=[C:42]([OH:46])[CH:41]=3)[C:3]=12. The yield is 0.690.